From a dataset of Experimentally validated miRNA-target interactions with 360,000+ pairs, plus equal number of negative samples. Binary Classification. Given a miRNA mature sequence and a target amino acid sequence, predict their likelihood of interaction. The miRNA is rno-miR-200b-5p with sequence CAUCUUACUGGGCAGCAUUGGA. The protein sequence of the target gene is MSTAGVAAQDIRVPLKTGFLHNGQALGNMKTCWGSRNEFEKNFLNIDPITMAYNLNSPAPEHLTTLGCASPSAPGSGHFFAERGPSPKSSLPPLVIPPSESSGQREEDQVLCGFKKLSVNGVCASTPPLTPIQSCSSPFPCAAPCDRSSRPLPPLPISEDPSLDEADCEVEFLTSADTDFLLEDCVPSDFKYDVPGRRSFRGCGQINYAYFDSPTVSVADLSCASDQNRVVPDPNPPPPQSHRRLRRSHSGPAGSFNKPAIRISSCTHRASPSSDEDKPEIPPRVPIPPRPAKPDYRRWS.... Result: 1 (interaction).